Dataset: Forward reaction prediction with 1.9M reactions from USPTO patents (1976-2016). Task: Predict the product of the given reaction. (1) Given the reactants P(Cl)(Cl)(Cl)=O.[Cl:6][C:7]1[CH:12]=[CH:11][C:10]([N:13]2[CH2:19][CH2:18][CH2:17][CH2:16][CH2:15][C@H:14]2[C:20]([OH:22])=O)=[CH:9][CH:8]=1.[C:23]([C:27]1[O:31][N:30]=[C:29]([NH2:32])[CH:28]=1)([CH3:26])([CH3:25])[CH3:24], predict the reaction product. The product is: [C:23]([C:27]1[O:31][N:30]=[C:29]([NH:32][C:20]([C@@H:14]2[CH2:15][CH2:16][CH2:17][CH2:18][CH2:19][N:13]2[C:10]2[CH:9]=[CH:8][C:7]([Cl:6])=[CH:12][CH:11]=2)=[O:22])[CH:28]=1)([CH3:26])([CH3:25])[CH3:24]. (2) Given the reactants [C:1]([O:5][C:6]([C@H:8]1[C@H:11]([CH2:12][CH3:13])[CH2:10][N:9]1C(C1C=CC=CC=1)C1C=CC=CC=1)=[O:7])([CH3:4])([CH3:3])[CH3:2].C(Cl)(=O)C, predict the reaction product. The product is: [C:1]([O:5][C:6]([C@H:8]1[C@H:11]([CH2:12][CH3:13])[CH2:10][NH:9]1)=[O:7])([CH3:4])([CH3:3])[CH3:2].